From a dataset of Full USPTO retrosynthesis dataset with 1.9M reactions from patents (1976-2016). Predict the reactants needed to synthesize the given product. (1) Given the product [CH3:1][O:2][C:3](=[O:7])[C:4]([CH3:6])=[CH2:5].[CH2:10]=[CH:9][C:8]#[N:11].[CH2:12]=[CH:13][C:14]1[CH:19]=[CH:18][CH:17]=[CH:16][CH:15]=1, predict the reactants needed to synthesize it. The reactants are: [CH3:1][O:2][C:3](=[O:7])[C:4]([CH3:6])=[CH2:5].[C:8](#[N:11])[CH:9]=[CH2:10].[CH2:12]=[CH:13][C:14]1[CH:19]=[CH:18][CH:17]=[CH:16][CH:15]=1. (2) Given the product [S:26]1[C:30]2[CH:31]=[CH:32][C:33]([NH:35][C:2]3[C:7]([C:8]([N:10]4[CH2:15][CH2:14][CH:13]([C:16]5[CH:21]=[CH:20][C:19]([F:22])=[CH:18][CH:17]=5)[CH2:12][CH2:11]4)=[O:9])=[CH:6][N:5]([CH3:23])[C:4](=[O:24])[C:3]=3[CH3:25])=[CH:34][C:29]=2[N:28]=[CH:27]1, predict the reactants needed to synthesize it. The reactants are: Cl[C:2]1[C:7]([C:8]([N:10]2[CH2:15][CH2:14][CH:13]([C:16]3[CH:21]=[CH:20][C:19]([F:22])=[CH:18][CH:17]=3)[CH2:12][CH2:11]2)=[O:9])=[CH:6][N:5]([CH3:23])[C:4](=[O:24])[C:3]=1[CH3:25].[S:26]1[C:30]2[CH:31]=[CH:32][C:33]([NH2:35])=[CH:34][C:29]=2[N:28]=[CH:27]1. (3) Given the product [ClH:4].[F:7][C:8]1[CH:28]=[CH:27][CH:26]=[C:25]([F:29])[C:9]=1[CH2:10][O:11][C:12]1[C:13]2[N:14]([C:1]([C:2]([Cl:4])=[O:3])=[C:19]([CH3:18])[N:20]=2)[CH:15]=[CH:16][CH:17]=1, predict the reactants needed to synthesize it. The reactants are: [C:1](Cl)(=O)[C:2]([Cl:4])=[O:3].[F:7][C:8]1[CH:28]=[CH:27][CH:26]=[C:25]([F:29])[C:9]=1[CH2:10][O:11][C:12]1[C:13]2[N:14]([C:18](C(O)=O)=[C:19](C)[N:20]=2)[CH:15]=[CH:16][CH:17]=1. (4) Given the product [C:1]([C:4]1[O:5][C:6]2[C:7](=[C:9]([S:16]([Cl:15])(=[O:18])=[O:17])[CH:10]=[CH:11][C:12]=2[O:13][CH3:14])[CH:8]=1)(=[O:3])[CH3:2], predict the reactants needed to synthesize it. The reactants are: [C:1]([C:4]1[O:5][C:6]2[C:12]([O:13][CH3:14])=[CH:11][CH:10]=[CH:9][C:7]=2[CH:8]=1)(=[O:3])[CH3:2].[Cl:15][S:16](O)(=[O:18])=[O:17]. (5) Given the product [CH:21]1([CH2:20][N:7]2[C:8]([C:10]3[CH:15]=[C:14]([O:16][CH3:17])[CH:13]=[CH:12][C:11]=3[O:18][CH3:19])=[CH:9][C:5]([C:3]([OH:4])=[O:2])=[C:6]2[CH3:27])[CH2:22][CH2:23][CH2:24][CH2:25][CH2:26]1, predict the reactants needed to synthesize it. The reactants are: C[O:2][C:3]([C:5]1[CH:9]=[C:8]([C:10]2[CH:15]=[C:14]([O:16][CH3:17])[CH:13]=[CH:12][C:11]=2[O:18][CH3:19])[N:7]([CH2:20][CH:21]2[CH2:26][CH2:25][CH2:24][CH2:23][CH2:22]2)[C:6]=1[CH3:27])=[O:4].[OH-].[Na+].Cl. (6) Given the product [CH2:1]([O:3][C:4]([N:6]1[C:10]2=[N:11][CH:12]=[C:13]([Br:15])[CH:14]=[C:9]2[CH2:8][C:7]1=[O:16])=[O:5])[CH3:2], predict the reactants needed to synthesize it. The reactants are: [CH2:1]([O:3][C:4]([N:6]1[C:10]2=[N:11][CH:12]=[C:13]([Br:15])[CH:14]=[C:9]2[CH:8]=[C:7]1[O:16]C(OCC)=O)=[O:5])[CH3:2]. (7) Given the product [Cl:9][C:8]1[N:1]=[C:2]([Cl:3])[N:4]=[C:5]([NH:12][C:13]2[C:14]([OH:47])=[C:15]([N:23]=[N:24][C:25]([C:41]3[CH:42]=[CH:43][CH:44]=[CH:45][CH:46]=3)=[N:26][NH:27][C:28]3[CH:33]=[C:32]([S:34]([OH:37])(=[O:35])=[O:36])[CH:31]=[CH:30][C:29]=3[C:38]([OH:40])=[O:39])[CH:16]=[C:17]([S:19]([OH:22])(=[O:21])=[O:20])[CH:18]=2)[N:7]=1, predict the reactants needed to synthesize it. The reactants are: [N:1]1[C:8]([Cl:9])=[N:7][C:5](Cl)=[N:4][C:2]=1[Cl:3].[OH-].[Na+].[NH2:12][C:13]1[C:14]([OH:47])=[C:15]([N:23]=[N:24][C:25]([C:41]2[CH:46]=[CH:45][CH:44]=[CH:43][CH:42]=2)=[N:26][NH:27][C:28]2[CH:33]=[C:32]([S:34]([OH:37])(=[O:36])=[O:35])[CH:31]=[CH:30][C:29]=2[C:38]([OH:40])=[O:39])[CH:16]=[C:17]([S:19]([OH:22])(=[O:21])=[O:20])[CH:18]=1.